Dataset: Drug-target binding data from BindingDB using Ki measurements. Task: Regression. Given a target protein amino acid sequence and a drug SMILES string, predict the binding affinity score between them. We predict pKi (pKi = -log10(Ki in M); higher means stronger inhibition). Dataset: bindingdb_ki. (1) The small molecule is CNS(=O)(=O)Cc1ccc2[nH]cc(CCN(C)C)c2c1. The target protein (P35365) has sequence MEVSNLSGATPGIAFPPGPESCSDSPSSGRSMGSTPGGLILSGREPPFSAFTVLVVTLLVLLIAATFLWNLLVLVTILRVRAFHRVPHNLVASTAVSDVLVAALVMPLSLVSELSAGRRWQLGRSLCHVWISFDVLCCTASIWNVAAIALDRYWTITRHLQYTLRTRRRASALMIAITWALSALIALAPLLFGWGEAYDARLQRCQVSQEPSYAVFSTCGAFYVPLAVVLFVYWKIYKAAKFRFGRRRRAVVPLPATTQAKEAPQESETVFTARCRATVAFQTSGDSWREQKEKRAAMMVGILIGVFVLCWIPFFLTELVSPLCACSLPPIWKSIFLWLGYSNSFFNPLIYTAFNKNYNNAFKSLFTKQR. The pKi is 6.1. (2) The compound is COCCCC/C(=N\OCCN)c1ccc(C(F)(F)F)cc1. The target is MLLARMKPQVQPELGGADQ. The pKi is 6.5. (3) The drug is CC(C)=CCC/C(C)=C/CC/C(C)=C/CNc1ccc(Cl)c(C(=O)O)c1. The target protein (Q9WVM4) has sequence ALLLLLYRPPHYQIAIRACFLGFVFGCGVLLSFSQSSWNHFGWYVCSLSLFHYSEYLVTTVNNPKSLSLDSFLLNHSLEYTVAALSSWIEFTLENIFWPELKQITWLSAAGLLMVIFGECLRKVAMFTAGSNFNHVVQSEKSDTHTLVTSGVYAWCRHPSYVGWFYWSIGTQVMLCNPICGVVYALTVWRFFRDRTEEEEISLIHFFGEEYLDYKKRVPTGLPFIKGVKVGL. The pKi is 5.1. (4) The drug is C[C@H](CCC(=O)O)[C@H]1CC[C@H]2[C@@H]3CCC4C[C@@H](OC(=O)CCNC(=O)CCCCCNC(=O)CCCCCNC(=O)CCCCC5SCC6NC(=O)NC65)CC[C@]4(C)[C@H]3CC[C@@]21C. The target protein (P06766) has sequence MSKRKAPQETLNGGITDMLVELANFEKNVSQAIHKYNAYRKAASVIAKYPHKIKSGAEAKKLPGVGTKIAEKIDEFLATGKLRKLEKIRQDDTSSSINFLTRVTGIGPSAARKLVDEGIKTLEDLRKNEDKLNHHQRIGLKYFEDFEKRIPREEMLQMQDIVLNEVKKLDPEYIATVCGSFRRGAESSGDMDVLLTHPNFTSESSKQPKLLHRVVEQLQKVRFITDTLSKGETKFMGVCQLPSENDENEYPHRRIDIRLIPKDQYYCGVLYFTGSDIFNKNMRAHALEKGFTINEYTIRPLGVTGVAGEPLPVDSEQDIFDYIQWRYREPKDRSE. The pKi is 4.9. (5) The compound is CC(C)(Oc1ccc(C(=O)c2ccc(Cl)cc2)cc1)C(=O)O. The target protein sequence is MSFSGKYQLQSQENFEAFMKAIGLPEELIQKGKDIKGVSEIVQNGKHFKFTITAGSKVIQNEFTVGEECELETMTGEKVKTVVQLEGDNKLVTAFKNIKSVTELNGDIITNTMTLGDIVFKRISKRI. The pKi is 6.5.